This data is from Catalyst prediction with 721,799 reactions and 888 catalyst types from USPTO. The task is: Predict which catalyst facilitates the given reaction. (1) The catalyst class is: 4. Reactant: [Cl:1][C:2]1[CH:3]=[C:4]([NH:9][C:10]([C:12]2[C:16]([CH2:17][OH:18])=[N:15][O:14][N:13]=2)=[O:11])[CH:5]=[CH:6][C:7]=1[F:8].N1C(C)=CC=CC=1C.O([Si:35]([CH:42]([CH3:44])[CH3:43])([CH:39]([CH3:41])[CH3:40])[CH:36]([CH3:38])[CH3:37])S(C(F)(F)F)(=O)=O. Product: [Cl:1][C:2]1[CH:3]=[C:4]([NH:9][C:10]([C:12]2[C:16]([CH2:17][O:18][Si:35]([CH:42]([CH3:44])[CH3:43])([CH:39]([CH3:41])[CH3:40])[CH:36]([CH3:38])[CH3:37])=[N:15][O:14][N:13]=2)=[O:11])[CH:5]=[CH:6][C:7]=1[F:8]. (2) Reactant: Cl[C:2]1[N:10]=[CH:9][N:8]=[C:7]2[C:3]=1[N:4]=[C:5]([C:18]1[CH:23]=[CH:22][CH:21]=[CH:20][C:19]=1[Cl:24])[N:6]2[C:11]1[CH:16]=[CH:15][C:14]([Cl:17])=[CH:13][CH:12]=1.[NH2:25][C@@H:26]1[CH2:31][CH2:30][CH2:29][N:28]([C:32]([O:34][C:35]([CH3:38])([CH3:37])[CH3:36])=[O:33])[CH2:27]1.C(N(CC)CC)C. Product: [Cl:24][C:19]1[CH:20]=[CH:21][CH:22]=[CH:23][C:18]=1[C:5]1[N:6]([C:11]2[CH:12]=[CH:13][C:14]([Cl:17])=[CH:15][CH:16]=2)[C:7]2[C:3]([N:4]=1)=[C:2]([NH:25][C@@H:26]1[CH2:31][CH2:30][CH2:29][N:28]([C:32]([O:34][C:35]([CH3:38])([CH3:37])[CH3:36])=[O:33])[CH2:27]1)[N:10]=[CH:9][N:8]=2. The catalyst class is: 8. (3) Reactant: [F:1][C:2]1[C:7]([F:8])=[CH:6][C:5]([N+:9]([O-:11])=[O:10])=[C:4](F)[N:3]=1.[NH2:13][C@H:14]([C:17]1[CH:22]=[CH:21][C:20]([F:23])=[CH:19][CH:18]=1)[CH2:15][OH:16]. Product: [F:8][C:7]1[CH:6]=[C:5]([N+:9]([O-:11])=[O:10])[C:4]([NH:13][C@@H:14]([C:17]2[CH:22]=[CH:21][C:20]([F:23])=[CH:19][CH:18]=2)[CH2:15][OH:16])=[N:3][C:2]=1[F:1]. The catalyst class is: 1. (4) Reactant: [CH:1]1([C:7]2[N:12]([OH:13])[C:11](=[O:14])[CH:10]=[C:9]([CH3:15])[CH:8]=2)[CH2:6][CH2:5][CH2:4][CH2:3][CH2:2]1.[C:16]1([C:22](Cl)=[O:23])[CH:21]=[CH:20][CH:19]=[CH:18][CH:17]=1. The catalyst class is: 64. Product: [C:22]([O:13][N:12]1[C:7]([CH:1]2[CH2:2][CH2:3][CH2:4][CH2:5][CH2:6]2)=[CH:8][C:9]([CH3:15])=[CH:10][C:11]1=[O:14])(=[O:23])[C:16]1[CH:21]=[CH:20][CH:19]=[CH:18][CH:17]=1. (5) Reactant: Cl[C:2]1[N:3]=[C:4]([NH:11][CH:12]2[CH2:17][CH2:16][CH2:15][CH2:14][CH:13]2[NH2:18])[C:5]2[CH:10]=[CH:9][NH:8][C:6]=2[N:7]=1.[NH2:19][C:20]1[CH:25]=[CH:24][C:23]([N:26]([CH3:30])[C:27](=[O:29])[CH3:28])=[CH:22][CH:21]=1.C[Si](Cl)(C)C. Product: [NH2:18][CH:13]1[CH2:14][CH2:15][CH2:16][CH2:17][CH:12]1[NH:11][C:4]1[C:5]2[CH:10]=[CH:9][NH:8][C:6]=2[N:7]=[C:2]([NH:19][C:20]2[CH:21]=[CH:22][C:23]([N:26]([CH3:30])[C:27](=[O:29])[CH3:28])=[CH:24][CH:25]=2)[N:3]=1. The catalyst class is: 51. (6) Reactant: [CH:1]1([CH2:7][CH2:8][N:9]([C:17]2[CH:22]=[CH:21][CH:20]=[C:19]([CH2:23][O:24]/[N:25]=[C:26](\[C:33]3[N:37]([CH3:38])[C:36](=[O:39])[O:35][N:34]=3)/[C:27]3[CH:32]=[CH:31][CH:30]=[CH:29][CH:28]=3)[N:18]=2)C(=O)OC(C)(C)C)[CH2:6][CH2:5][CH2:4][CH2:3][CH2:2]1.FC(F)(F)C(O)=O. Product: [CH:1]1([CH2:7][CH2:8][NH:9][C:17]2[N:18]=[C:19]([CH2:23][O:24]/[N:25]=[C:26](/[C:27]3[CH:28]=[CH:29][CH:30]=[CH:31][CH:32]=3)\[C:33]3[N:37]([CH3:38])[C:36](=[O:39])[O:35][N:34]=3)[CH:20]=[CH:21][CH:22]=2)[CH2:6][CH2:5][CH2:4][CH2:3][CH2:2]1. The catalyst class is: 4. (7) Reactant: ClC1N=[CH:6][N:5]=[C:4]([NH:8][C@H:9]([C:17]([O:19][CH3:20])=[O:18])[CH2:10][C:11]2[CH:16]=[CH:15][CH:14]=[CH:13][CH:12]=2)C=1.[C:21]([O:25][C:26]([NH:28][C:29]1[CH:34]=[CH:33][CH:32]=[CH:31][C:30]=1B(O)O)=[O:27])([CH3:24])([CH3:23])[CH3:22].[C:38](=O)([O-])[O-].[Na+].[Na+].C[N:45]([CH3:48])C=O. Product: [C:21]([O:25][C:26]([NH:28][C:29]1[CH:34]=[CH:33][C:32]([C:6]2[N:5]=[C:4]([NH:8][C@H:9]([C:17]([O:19][CH3:20])=[O:18])[CH2:10][C:11]3[CH:12]=[CH:13][CH:14]=[CH:15][CH:16]=3)[N:45]=[CH:48][CH:38]=2)=[CH:31][CH:30]=1)=[O:27])([CH3:24])([CH3:23])[CH3:22]. The catalyst class is: 73. (8) Reactant: [F:1][C:2]1[CH:7]=[CH:6][CH:5]=[C:4]([NH:8][CH3:9])[C:3]=1[NH2:10].[Cl:11][CH2:12][C:13](O)=O.[NH4+].[OH-]. Product: [Cl:11][CH2:12][C:13]1[N:8]([CH3:9])[C:4]2[CH:5]=[CH:6][CH:7]=[C:2]([F:1])[C:3]=2[N:10]=1. The catalyst class is: 33. (9) Reactant: C(OC([N:8]1[CH2:13][CH2:12][N:11]([CH2:14][C:15]2[N:16]([CH3:31])[C:17]3[C:22]([N:23]=2)=[C:21]([N:24]2[CH2:29][CH2:28][O:27][CH2:26][CH2:25]2)[N:20]=[C:19]([Cl:30])[N:18]=3)[C:10]([CH3:33])([CH3:32])[CH2:9]1)=O)(C)(C)C.C(O)(C(F)(F)F)=O. Product: [Cl:30][C:19]1[N:18]=[C:17]2[C:22]([N:23]=[C:15]([CH2:14][N:11]3[CH2:12][CH2:13][NH:8][CH2:9][C:10]3([CH3:33])[CH3:32])[N:16]2[CH3:31])=[C:21]([N:24]2[CH2:29][CH2:28][O:27][CH2:26][CH2:25]2)[N:20]=1. The catalyst class is: 2. (10) Reactant: O.[OH-].[Li+].OO.C([C@@H]1COC(=O)N1[C:19]([C@H:21]1[C@H:25]([CH3:26])[C:24](=[O:27])[N:23]([CH2:28][C:29]2[CH:34]=[CH:33][C:32]([O:35][CH3:36])=[CH:31][C:30]=2[O:37][CH3:38])[CH2:22]1)=[O:20])C1C=CC=CC=1.S([O-])(O)=[O:40].[Na+]. Product: [CH3:38][O:37][C:30]1[CH:31]=[C:32]([O:35][CH3:36])[CH:33]=[CH:34][C:29]=1[CH2:28][N:23]1[C:24](=[O:27])[C@@H:25]([CH3:26])[C@H:21]([C:19]([OH:20])=[O:40])[CH2:22]1. The catalyst class is: 132.